Dataset: Catalyst prediction with 721,799 reactions and 888 catalyst types from USPTO. Task: Predict which catalyst facilitates the given reaction. (1) Reactant: O[CH:2]1[CH2:7][CH2:6][N:5]([C:8]([O:10][CH2:11][C:12]2[CH:17]=[CH:16][CH:15]=[CH:14][CH:13]=2)=[O:9])[CH2:4][CH2:3]1.[C:18]1(=[O:28])[NH:22][C:21](=[O:23])[C:20]2=[CH:24][CH:25]=[CH:26][CH:27]=[C:19]12.C1(P(C2C=CC=CC=2)C2C=CC=CC=2)C=CC=CC=1.N(C(OC(C)C)=O)=NC(OC(C)C)=O. Product: [O:23]=[C:21]1[C:20]2[C:19](=[CH:27][CH:26]=[CH:25][CH:24]=2)[C:18](=[O:28])[N:22]1[CH:2]1[CH2:7][CH2:6][N:5]([C:8]([O:10][CH2:11][C:12]2[CH:17]=[CH:16][CH:15]=[CH:14][CH:13]=2)=[O:9])[CH2:4][CH2:3]1. The catalyst class is: 7. (2) The catalyst class is: 3. Reactant: [NH2:1][C:2]1[N:11]=[C:10]([NH2:12])[C:9]2[C:4](=[CH:5][CH:6]=[C:7]([CH2:13][O:14][C:15](=[O:26])[C:16]3[CH:21]=[C:20]([O:22][CH3:23])[CH:19]=[CH:18][C:17]=3OC)[CH:8]=2)[N:3]=1.NC1N=C(N)C2C(=CC=C(CBr)C=2)N=1.[CH3:41][O:42]C1C=C(C=C(OC)C=1)C(O)=O.C(=O)([O-])[O-].[K+].[K+]. Product: [NH2:1][C:2]1[N:11]=[C:10]([NH2:12])[C:9]2[C:4](=[CH:5][CH:6]=[C:7]([CH2:13][O:14][C:15](=[O:26])[C:16]3[CH:17]=[C:18]([O:42][CH3:41])[CH:19]=[C:20]([O:22][CH3:23])[CH:21]=3)[CH:8]=2)[N:3]=1.